From a dataset of Forward reaction prediction with 1.9M reactions from USPTO patents (1976-2016). Predict the product of the given reaction. (1) Given the reactants N[C:2]1[CH:3]=[CH:4][CH:5]=[C:6]2[C:11]=1[N:10]=[C:9]([CH2:12][CH2:13][CH2:14][N:15]1[CH2:20][CH:19]=[C:18]([C:21]3[CH:26]=[CH:25][CH:24]=[CH:23][CH:22]=3)[CH2:17][CH2:16]1)[NH:8][C:7]2=[O:27].C=O.[C:30](O)(=O)C.[C:34]([BH3-])#[N:35].[Na+], predict the reaction product. The product is: [CH3:30][N:35]([CH3:34])[C:2]1[CH:3]=[CH:4][CH:5]=[C:6]2[C:11]=1[N:10]=[C:9]([CH2:12][CH2:13][CH2:14][N:15]1[CH2:20][CH:19]=[C:18]([C:21]3[CH:26]=[CH:25][CH:24]=[CH:23][CH:22]=3)[CH2:17][CH2:16]1)[NH:8][C:7]2=[O:27]. (2) Given the reactants [Cl:1][C:2]1[C:3]([CH:13]=O)=[N:4][CH:5]=[C:6]([N:8]([CH3:12])[CH:9]([CH3:11])[CH3:10])[N:7]=1.[CH2:15]([NH:22][CH2:23][C@@H:24]([OH:28])[CH2:25][O:26][CH3:27])[C:16]1[CH:21]=[CH:20][CH:19]=[CH:18][CH:17]=1.C(O[BH-](OC(=O)C)OC(=O)C)(=O)C.[Na+].C(=O)([O-])O.[Na+], predict the reaction product. The product is: [CH2:15]([N:22]([CH2:13][C:3]1[C:2]([Cl:1])=[N:7][C:6]([N:8]([CH3:12])[CH:9]([CH3:10])[CH3:11])=[CH:5][N:4]=1)[CH2:23][C@@H:24]([OH:28])[CH2:25][O:26][CH3:27])[C:16]1[CH:21]=[CH:20][CH:19]=[CH:18][CH:17]=1. (3) Given the reactants Br[CH2:2][CH3:3].C([O-])([O-])=O.[K+].[K+].[CH2:10]([NH:12][C:13](=[O:15])[O-:14])[CH3:11].[OH:16][C:17]1[C:18]([Cl:30])=[CH:19][C:20]2[CH:21]([CH3:29])[CH:22]3[CH2:26][NH:25][CH2:24][CH:23]3[C:27]=2[CH:28]=1, predict the reaction product. The product is: [CH2:10]([NH:12][C:13](=[O:14])[O-:15])[CH3:11].[CH2:2]([O:16][C:17]1[C:18]([Cl:30])=[CH:19][C:20]2[CH:21]([CH3:29])[CH:22]3[CH2:26][NH:25][CH2:24][CH:23]3[C:27]=2[CH:28]=1)[CH3:3]. (4) The product is: [CH2:46]([C:48]1[CH:63]=[C:62]([C:64]2[N:67]=[C:37]([C:36]3[CH:40]=[C:41]([CH2:43][CH2:44][CH3:45])[CH:42]=[C:34]([CH:32]=[O:33])[CH:35]=3)[O:39][N:65]=2)[CH:61]=[C:60]([CH3:68])[C:49]=1[O:50][CH2:51][C@@H:52]([OH:59])[CH2:53][NH:54][C:55](=[O:58])[CH2:56][OH:57])[CH3:47]. Given the reactants C(C1C=C(C2ON=C(C3C=C(C)C(OCC(O)CNC(=O)CO)=C(C)C=3)N=2)C=CC=1)=O.[CH:32]([C:34]1[CH:35]=[C:36]([CH:40]=[C:41]([CH2:43][CH2:44][CH3:45])[CH:42]=1)[C:37]([OH:39])=O)=[O:33].[CH2:46]([C:48]1[CH:63]=[C:62]([C:64](=[NH:67])[NH:65]O)[CH:61]=[C:60]([CH3:68])[C:49]=1[O:50][CH2:51][C@@H:52]([OH:59])[CH2:53][NH:54][C:55](=[O:58])[CH2:56][OH:57])[CH3:47], predict the reaction product. (5) Given the reactants [C:1]([O:5][C:6]([N:8]1[C@H:13]([C:14]2[NH:15][C:16]([C:19]3[CH:20]=[C:21]4[C:26](=[CH:27][CH:28]=3)[CH:25]=[C:24]([C:29]3[CH:34]=[CH:33][C:32]([C:35]5[NH:39][C:38]([CH:40]6[CH2:45][C@@H:44]7[C@@H:42]([CH2:43]7)[N:41]6C(OCC6C=CC=CC=6)=O)=[N:37][CH:36]=5)=[CH:31][CH:30]=3)[CH:23]=[CH:22]4)=[CH:17][N:18]=2)[CH2:12][C@@H:11]2[C@H:9]1[CH2:10]2)=[O:7])([CH3:4])([CH3:3])[CH3:2], predict the reaction product. The product is: [C@@H:42]12[CH2:43][C@@H:44]1[CH2:45][C@@H:40]([C:38]1[NH:37][CH:36]=[C:35]([C:32]3[CH:33]=[CH:34][C:29]([C:24]4[CH:25]=[C:26]5[C:21](=[CH:22][CH:23]=4)[CH:20]=[C:19]([C:16]4[NH:15][C:14]([C@@H:13]6[CH2:12][C@@H:11]7[C@@H:9]([CH2:10]7)[N:8]6[C:6]([O:5][C:1]([CH3:4])([CH3:3])[CH3:2])=[O:7])=[N:18][CH:17]=4)[CH:28]=[CH:27]5)=[CH:30][CH:31]=3)[N:39]=1)[NH:41]2.